This data is from Full USPTO retrosynthesis dataset with 1.9M reactions from patents (1976-2016). The task is: Predict the reactants needed to synthesize the given product. The reactants are: [S:1]1[CH2:5][C:4](=[O:6])[NH:3][C:2]1=[O:7].[O:8]([CH2:15][C:16](=O)[CH3:17])[C:9]1[CH:14]=[CH:13][CH:12]=[CH:11][CH:10]=1.N1CCCCC1.C(O)(=O)C. Given the product [CH3:17][C:16](=[C:5]1[S:1][C:2](=[O:7])[NH:3][C:4]1=[O:6])[CH2:15][O:8][C:9]1[CH:14]=[CH:13][CH:12]=[CH:11][CH:10]=1, predict the reactants needed to synthesize it.